From a dataset of Full USPTO retrosynthesis dataset with 1.9M reactions from patents (1976-2016). Predict the reactants needed to synthesize the given product. (1) Given the product [F:20][C:2]([F:1])([F:19])[C:3]1[CH:8]=[CH:7][CH:6]=[CH:5][C:4]=1[C:9]1[CH:18]=[C:12]2[N:13]=[CH:14][CH:15]=[C:16]([NH:17][C:26]([C:24]3[N:23]=[CH:22][S:21][CH:25]=3)=[O:27])[N:11]2[N:10]=1, predict the reactants needed to synthesize it. The reactants are: [F:1][C:2]([F:20])([F:19])[C:3]1[CH:8]=[CH:7][CH:6]=[CH:5][C:4]=1[C:9]1[CH:18]=[C:12]2[N:13]=[CH:14][CH:15]=[C:16]([NH2:17])[N:11]2[N:10]=1.[S:21]1[CH:25]=[C:24]([C:26](O)=[O:27])[N:23]=[CH:22]1. (2) Given the product [F:16][C:14]1[CH:13]=[CH:12][C:11]([CH3:17])=[C:10]([C:4]2[CH:3]=[CH:2][N:7]=[CH:6][C:5]=2[NH:8][CH3:9])[CH:15]=1, predict the reactants needed to synthesize it. The reactants are: Cl[C:2]1[N:7]=[CH:6][C:5]([NH:8][CH3:9])=[C:4]([C:10]2[CH:15]=[C:14]([F:16])[CH:13]=[CH:12][C:11]=2[CH3:17])[CH:3]=1.CO. (3) Given the product [CH2:31]([N:28]1[CH2:29][CH2:30][CH:25]([N:24]2[CH2:23][CH2:22][C:15]3[CH:16]=[C:17]([O:20][CH3:21])[CH:18]=[CH:19][C:14]=3[NH:13][C:6]2=[O:7])[CH2:26][CH2:27]1)[C:32]1[CH:33]=[CH:34][CH:35]=[CH:36][CH:37]=1, predict the reactants needed to synthesize it. The reactants are: C1N=CN([C:6](N2C=NC=C2)=[O:7])C=1.[NH2:13][C:14]1[CH:19]=[CH:18][C:17]([O:20][CH3:21])=[CH:16][C:15]=1[CH2:22][CH2:23][NH:24][CH:25]1[CH2:30][CH2:29][N:28]([CH2:31][C:32]2[CH:37]=[CH:36][CH:35]=[CH:34][CH:33]=2)[CH2:27][CH2:26]1. (4) Given the product [NH2:29][C:25]1[CH:24]=[CH:23][CH:22]=[C:21]2[C:26]=1[C:27](=[O:28])[C:9]1([NH:8][C:6](=[O:7])[C:5]3[CH:33]=[CH:34][N:35]=[CH:36][C:4]=3[Cl:3])[C:13]3[CH:14]=[CH:15][C:16]([CH:18]([CH3:20])[CH3:19])=[CH:17][C:12]=3[O:11][C:10]12[OH:32], predict the reactants needed to synthesize it. The reactants are: Cl.O.[Cl:3][C:4]1[CH:36]=[N:35][CH:34]=[CH:33][C:5]=1[C:6]([NH:8][C:9]12[C:27](=[O:28])[C:26]3[C:21](=[CH:22][CH:23]=[CH:24][C:25]=3[N+:29]([O-])=O)[C:10]1([OH:32])[O:11][C:12]1[CH:17]=[C:16]([CH:18]([CH3:20])[CH3:19])[CH:15]=[CH:14][C:13]=12)=[O:7]. (5) The reactants are: C[C@H:2]1[NH:7][C@@H:6]([CH3:8])[CH2:5][N:4]([C:9]2[CH:18]=[CH:17][CH:16]=[C:15]3[C:10]=2[CH:11]=[CH:12][C:13]([CH3:19])=[N:14]3)[CH2:3]1.F[C:21](F)(F)S(OC1C=CC=C2C=1C=CC(C)=N2)(=O)=O.CC1(C)CNCCN1. Given the product [CH3:8][C:6]1([CH3:21])[NH:7][CH2:2][CH2:3][N:4]([C:9]2[CH:18]=[CH:17][CH:16]=[C:15]3[C:10]=2[CH:11]=[CH:12][C:13]([CH3:19])=[N:14]3)[CH2:5]1, predict the reactants needed to synthesize it. (6) Given the product [F:10][C:4]1[CH:3]=[C:2]([S:12][CH3:11])[CH:9]=[CH:8][C:5]=1[C:6]#[N:7], predict the reactants needed to synthesize it. The reactants are: N[C:2]1[CH:9]=[CH:8][C:5]([C:6]#[N:7])=[C:4]([F:10])[CH:3]=1.[CH3:11][S:12]SC.N(OC(C)(C)C)=O. (7) Given the product [Cl-:14].[Cl:15][CH2:13][N+:1]12[CH2:8][CH2:7][N:4]([CH2:5][CH2:6]1)[CH2:3][CH2:2]2, predict the reactants needed to synthesize it. The reactants are: [N:1]12[CH2:8][CH2:7][N:4]([CH2:5][CH2:6]1)[CH2:3][CH2:2]2.CC(C)=O.[CH2:13]([Cl:15])[Cl:14].